Dataset: Forward reaction prediction with 1.9M reactions from USPTO patents (1976-2016). Task: Predict the product of the given reaction. Given the reactants [Cl:1][C:2]1[CH:3]=[C:4]([C:8]2[N:9]=[C:10]([NH:20][C:21]3[CH:26]=[CH:25][C:24]([CH2:27][C:28]#[N:29])=[CH:23][CH:22]=3)[C:11]3[S:17](=[O:19])(=[O:18])[CH2:16][CH2:15][CH2:14][C:12]=3[N:13]=2)[CH:5]=[CH:6][CH:7]=1.[N:30]([Si](C)(C)C)=[N+:31]=[N-:32].O.[F-].C([N+](CCCC)(CCCC)CCCC)CCC, predict the reaction product. The product is: [Cl:1][C:2]1[CH:3]=[C:4]([C:8]2[N:9]=[C:10]([NH:20][C:21]3[CH:26]=[CH:25][C:24]([CH2:27][C:28]4[N:30]=[N:31][NH:32][N:29]=4)=[CH:23][CH:22]=3)[C:11]3[S:17](=[O:19])(=[O:18])[CH2:16][CH2:15][CH2:14][C:12]=3[N:13]=2)[CH:5]=[CH:6][CH:7]=1.